This data is from HIV replication inhibition screening data with 41,000+ compounds from the AIDS Antiviral Screen. The task is: Binary Classification. Given a drug SMILES string, predict its activity (active/inactive) in a high-throughput screening assay against a specified biological target. The molecule is COC(=O)c1ccc(CN2CCc3c([nH]c4ccccc34)C2CO)o1. The result is 0 (inactive).